From a dataset of Reaction yield outcomes from USPTO patents with 853,638 reactions. Predict the reaction yield, written as a fraction of the theoretical maximum amount of product (1.0 means a 100% yield; for example, 0.34 means a 34% yield). The reactants are [C:1]1([C:7]2[O:8][C:9]([C:30]([F:33])([F:32])[F:31])=[C:10]([C:12]([NH:14][C:15]3[CH:16]=[CH:17][C:18]([C:21]4[CH:29]=[CH:28][C:24]([C:25](O)=[O:26])=[CH:23][CH:22]=4)=[N:19][CH:20]=3)=[O:13])[N:11]=2)[CH:6]=[CH:5][CH:4]=[CH:3][CH:2]=1.Cl.[C:35]([O:39][C:40](=[O:46])[C@H:41]1[CH2:45][CH2:44][CH2:43][NH:42]1)([CH3:38])([CH3:37])[CH3:36].C(N(CC)CC)C.ON1C2N=CC=CC=2N=N1.Cl.C(N=C=NCCCN(C)C)C. The catalyst is ClCCl.CN(C)C=O. The product is [C:35]([O:39][C:40]([C@H:41]1[CH2:45][CH2:44][CH2:43][N:42]1[C:25](=[O:26])[C:24]1[CH:28]=[CH:29][C:21]([C:18]2[CH:17]=[CH:16][C:15]([NH:14][C:12]([C:10]3[N:11]=[C:7]([C:1]4[CH:2]=[CH:3][CH:4]=[CH:5][CH:6]=4)[O:8][C:9]=3[C:30]([F:33])([F:32])[F:31])=[O:13])=[CH:20][N:19]=2)=[CH:22][CH:23]=1)=[O:46])([CH3:38])([CH3:36])[CH3:37]. The yield is 0.840.